Dataset: Reaction yield outcomes from USPTO patents with 853,638 reactions. Task: Predict the reaction yield, written as a fraction of the theoretical maximum amount of product (1.0 means a 100% yield; for example, 0.34 means a 34% yield). (1) The reactants are [Br:1][C:2]1[CH:7]=[C:6]([S:8]([CH:11]([CH3:13])[CH3:12])(=[O:10])=[O:9])[CH:5]=[C:4]([O:14]COC)[CH:3]=1.O.C1(C)C=CC(S(O)(=O)=O)=CC=1. The catalyst is C1COCC1.CO. The product is [Br:1][C:2]1[CH:3]=[C:4]([OH:14])[CH:5]=[C:6]([S:8]([CH:11]([CH3:12])[CH3:13])(=[O:9])=[O:10])[CH:7]=1. The yield is 0.490. (2) The reactants are [CH2:1]([C:8]1[NH:30][C:11]2[N:12]=[N:13][C:14]([CH2:16][CH2:17][CH2:18][CH2:19][C:20]3[S:24][C:23]([C:25]([O:27]CC)=O)=[N:22][N:21]=3)=[CH:15][C:10]=2[CH:9]=1)[C:2]1[CH:7]=[CH:6][CH:5]=[CH:4][CH:3]=1.[CH3:31][CH:32]([CH3:35])[CH2:33][NH2:34]. The catalyst is CO. The product is [CH2:1]([C:8]1[NH:30][C:11]2[N:12]=[N:13][C:14]([CH2:16][CH2:17][CH2:18][CH2:19][C:20]3[S:24][C:23]([C:25]([NH:34][CH2:33][CH:32]([CH3:35])[CH3:31])=[O:27])=[N:22][N:21]=3)=[CH:15][C:10]=2[CH:9]=1)[C:2]1[CH:7]=[CH:6][CH:5]=[CH:4][CH:3]=1. The yield is 0.240. (3) The product is [C:1]([C:3]1[C:26](=[O:27])[C@@H:25]([CH3:28])[C@@H:6]2[CH2:7][CH2:8][C:9]3[CH:10]=[N:11][C:12]([C:15]4[CH:24]=[CH:23][C:18]([C:19]([OH:21])=[O:20])=[CH:17][CH:16]=4)=[N:13][C:14]=3[C@@:5]2([C:29]2[CH:34]=[CH:33][CH:32]=[CH:31][CH:30]=2)[CH:4]=1)#[N:2]. The yield is 0.600. The catalyst is O1CCCC1.C(OCC)(=O)C. The reactants are [C:1]([C:3]1[C:26](=[O:27])[C@@H:25]([CH3:28])[C@@H:6]2[CH2:7][CH2:8][C:9]3[CH:10]=[N:11][C:12]([C:15]4[CH:24]=[CH:23][C:18]([C:19]([O:21]C)=[O:20])=[CH:17][CH:16]=4)=[N:13][C:14]=3[C@@:5]2([C:29]2[CH:34]=[CH:33][CH:32]=[CH:31][CH:30]=2)[CH:4]=1)#[N:2].O.O.[OH-].[Li+].Cl. (4) The reactants are Br[C:2]1[C:14]2[C:13]3[C:8](=[CH:9][CH:10]=[C:11]([F:15])[CH:12]=3)[NH:7][C:6]=2[C:5]([O:16][CH2:17][CH2:18][N:19]([CH3:21])[CH3:20])=[C:4]2[NH:22][C:23]3[CH:24]=[CH:25][C:26]([F:29])=[CH:27][C:28]=3[C:3]=12.[CH3:30][N:31](C=O)C. The catalyst is [C-]#N.[Zn+2].[C-]#N.C1C=CC([P]([Pd]([P](C2C=CC=CC=2)(C2C=CC=CC=2)C2C=CC=CC=2)([P](C2C=CC=CC=2)(C2C=CC=CC=2)C2C=CC=CC=2)[P](C2C=CC=CC=2)(C2C=CC=CC=2)C2C=CC=CC=2)(C2C=CC=CC=2)C2C=CC=CC=2)=CC=1. The product is [CH3:20][N:19]([CH3:21])[CH2:18][CH2:17][O:16][C:5]1[C:6]2[NH:7][C:8]3[C:13](=[CH:12][C:11]([F:15])=[CH:10][CH:9]=3)[C:14]=2[C:2]([C:30]#[N:31])=[C:3]2[C:28]3[CH:27]=[C:26]([F:29])[CH:25]=[CH:24][C:23]=3[NH:22][C:4]=12. The yield is 0.460. (5) The reactants are [C:1]([N:4]1[CH:10]([CH3:11])[CH2:9][C:8]2[CH:12]=[CH:13][C:14]([Cl:16])=[CH:15][C:7]=2[C:6]([C:17]2[CH:22]=[CH:21][C:20]([N+:23]([O-])=O)=[C:19]([CH3:26])[CH:18]=2)=[N:5]1)(=[O:3])[CH3:2].O.NN. The catalyst is CO.ClCCl.[Ni]. The product is [C:1]([N:4]1[CH:10]([CH3:11])[CH2:9][C:8]2[CH:12]=[CH:13][C:14]([Cl:16])=[CH:15][C:7]=2[C:6]([C:17]2[CH:22]=[CH:21][C:20]([NH2:23])=[C:19]([CH3:26])[CH:18]=2)=[N:5]1)(=[O:3])[CH3:2]. The yield is 0.490. (6) The reactants are [Cl:1][C:2]1[CH:3]=[CH:4][C:5]([N:9]2[C:17]3[CH:16]=[C:15]([C:18]4[CH:23]=[N:22][CH:21]=[C:20]([CH3:24])[N:19]=4)[N:14]=[CH:13][C:12]=3[CH:11]=[N:10]2)=[N:6][C:7]=1F.[NH:25]1[CH2:30][CH2:29][CH2:28][C@H:27]([NH:31][C:32](=[O:38])[O:33][C:34]([CH3:37])([CH3:36])[CH3:35])[CH2:26]1.CN1CCOCC1.O. The catalyst is CN1CCCC1=O. The product is [Cl:1][C:2]1[C:7]([N:25]2[CH2:30][CH2:29][CH2:28][C@H:27]([NH:31][C:32](=[O:38])[O:33][C:34]([CH3:36])([CH3:35])[CH3:37])[CH2:26]2)=[N:6][C:5]([N:9]2[C:17]3[CH:16]=[C:15]([C:18]4[CH:23]=[N:22][CH:21]=[C:20]([CH3:24])[N:19]=4)[N:14]=[CH:13][C:12]=3[CH:11]=[N:10]2)=[CH:4][CH:3]=1. The yield is 0.690. (7) The reactants are [Br:1][C:2]1[C:3]([F:12])=[C:4]2[C:10]([NH2:11])=[CH:9][NH:8][C:5]2=[N:6][CH:7]=1.[CH2:13]([CH:15]([CH2:19][CH3:20])[C:16](Cl)=[O:17])[CH3:14].[Li+].[OH-].O. The yield is 0.820. The product is [Br:1][C:2]1[C:3]([F:12])=[C:4]2[C:10]([NH:11][C:16](=[O:17])[CH:15]([CH2:19][CH3:20])[CH2:13][CH3:14])=[CH:9][NH:8][C:5]2=[N:6][CH:7]=1. The catalyst is N1C=CC=CC=1.